This data is from Catalyst prediction with 721,799 reactions and 888 catalyst types from USPTO. The task is: Predict which catalyst facilitates the given reaction. (1) Reactant: [F:1][C:2]([F:15])([CH:12]([F:14])[F:13])[C:3]([C:5]1[CH:10]=[CH:9][CH:8]=[C:7]([CH3:11])[CH:6]=1)=[O:4].[BH4-].[Na+]. Product: [F:1][C:2]([F:15])([CH:12]([F:13])[F:14])[CH:3]([C:5]1[CH:10]=[CH:9][CH:8]=[C:7]([CH3:11])[CH:6]=1)[OH:4]. The catalyst class is: 24. (2) Reactant: [CH:1]1([O:7][C:8]2[CH:9]=[C:10]([C:21]3[CH:26]=[CH:25][C:24]([CH2:27][CH2:28][N:29]([CH2:37][C@H:38]([OH:45])[C:39]4[CH:44]=[CH:43][CH:42]=[CH:41][CH:40]=4)C(=O)OC(C)(C)C)=[CH:23][CH:22]=3)[CH:11]=[CH:12][C:13]=2[C:14]([NH:16][S:17]([CH3:20])(=[O:19])=[O:18])=[O:15])[CH2:6][CH2:5][CH2:4][CH2:3][CH2:2]1.[ClH:46]. Product: [ClH:46].[CH:1]1([O:7][C:8]2[CH:9]=[C:10]([C:21]3[CH:22]=[CH:23][C:24]([CH2:27][CH2:28][NH:29][CH2:37][C@H:38]([OH:45])[C:39]4[CH:40]=[CH:41][CH:42]=[CH:43][CH:44]=4)=[CH:25][CH:26]=3)[CH:11]=[CH:12][C:13]=2[C:14]([NH:16][S:17]([CH3:20])(=[O:18])=[O:19])=[O:15])[CH2:2][CH2:3][CH2:4][CH2:5][CH2:6]1. The catalyst class is: 12. (3) The catalyst class is: 87. Product: [CH2:36]([O:35][C:32]1[CH:33]=[CH:34][C:25]([C@@H:16]([O:17][Si:18]([C:21]([CH3:22])([CH3:24])[CH3:23])([CH3:20])[CH3:19])[CH2:15][NH:14][C@@H:12]([CH3:13])[CH2:11][C:7]2[CH:6]=[C:5]([CH2:4][C:3]([OH:44])=[O:2])[CH:10]=[CH:9][CH:8]=2)=[C:26]2[C:31]=1[NH:30][C:29](=[O:43])[CH:28]=[CH:27]2)[C:37]1[CH:38]=[CH:39][CH:40]=[CH:41][CH:42]=1. Reactant: C[O:2][C:3](=[O:44])[CH2:4][C:5]1[CH:10]=[CH:9][CH:8]=[C:7]([CH2:11][C@@H:12]([NH:14][CH2:15][C@@H:16]([C:25]2[CH:34]=[CH:33][C:32]([O:35][CH2:36][C:37]3[CH:42]=[CH:41][CH:40]=[CH:39][CH:38]=3)=[C:31]3[C:26]=2[CH:27]=[CH:28][C:29](=[O:43])[NH:30]3)[O:17][Si:18]([C:21]([CH3:24])([CH3:23])[CH3:22])([CH3:20])[CH3:19])[CH3:13])[CH:6]=1.[OH-].[Li+].Cl. (4) Reactant: [N:1]([C@H:4]1[C:9]([F:11])([F:10])[CH2:8][CH2:7][CH2:6][C@H:5]1[NH:12][C:13](=[O:19])[O:14][C:15]([CH3:18])([CH3:17])[CH3:16])=[N+]=[N-].[H][H]. Product: [NH2:1][C@H:4]1[C:9]([F:11])([F:10])[CH2:8][CH2:7][CH2:6][C@H:5]1[NH:12][C:13](=[O:19])[O:14][C:15]([CH3:17])([CH3:16])[CH3:18]. The catalyst class is: 5. (5) Reactant: [NH2:1][C:2]1[CH:3]=[C:4]([CH:7]=[CH:8][C:9]=1[NH2:10])[C:5]#[N:6].[C:11](N1C=CN=C1)(N1C=CN=C1)=[O:12]. Product: [C:5]([C:4]1[CH:7]=[CH:8][C:9]2[NH:10][C:11](=[O:12])[NH:1][C:2]=2[CH:3]=1)#[N:6]. The catalyst class is: 49. (6) Reactant: [CH2:1]1[O:7][CH2:6][C@@H:4](O)[C@H:2]1O.[Na].[CH2:9]([N:16]1[CH2:20][CH2:19][C@@H:18]([NH2:21])[CH2:17]1)[C:10]1[CH:15]=[CH:14][CH:13]=[CH:12][CH:11]=1.C([BH3-])#N.[Na+]. Product: [CH2:9]([N:16]1[CH2:20][CH2:19][C@@H:18]([N:21]2[CH2:4][CH2:6][O:7][CH2:1][CH2:2]2)[CH2:17]1)[C:10]1[CH:11]=[CH:12][CH:13]=[CH:14][CH:15]=1. The catalyst class is: 192. (7) Reactant: [C:1]([O:5][C:6]([N:8]1[CH2:15][CH:14]2[NH:16][CH:10]([CH2:11][N:12]([C:17](=[O:31])[CH2:18][O:19][C:20]3[CH:25]=[CH:24][C:23]([Cl:26])=[CH:22][C:21]=3[NH:27][C:28](=[O:30])[CH3:29])[CH2:13]2)[CH2:9]1)=[O:7])([CH3:4])([CH3:3])[CH3:2].[F:32][C:33]1[CH:40]=[CH:39][C:36]([CH2:37]Cl)=[CH:35][CH:34]=1.C([O-])([O-])=O.[K+].[K+]. Product: [C:1]([O:5][C:6]([N:8]1[CH2:15][CH:14]2[N:16]([CH2:37][C:36]3[CH:39]=[CH:40][C:33]([F:32])=[CH:34][CH:35]=3)[CH:10]([CH2:11][N:12]([C:17](=[O:31])[CH2:18][O:19][C:20]3[CH:25]=[CH:24][C:23]([Cl:26])=[CH:22][C:21]=3[NH:27][C:28](=[O:30])[CH3:29])[CH2:13]2)[CH2:9]1)=[O:7])([CH3:4])([CH3:2])[CH3:3]. The catalyst class is: 14. (8) Product: [OH:8][C@@H:9]1[C@H:10]([OH:11])[O:12][C@H:13]([CH2:28][CH2:29][C:30]2[CH:35]=[CH:34][C:33]([C:36]([F:38])([F:37])[F:39])=[CH:32][CH:31]=2)[C@@H:14]1[CH2:15][CH2:16][N:17]1[C:18](=[O:27])[C:19]2[C:24](=[CH:23][CH:22]=[CH:21][CH:20]=2)[C:25]1=[O:26]. Reactant: Cl(O)(=O)(=O)=O.CC1(C)[O:11][C@@H:10]2[O:12][C@H:13]([CH2:28][CH2:29][C:30]3[CH:35]=[CH:34][C:33]([C:36]([F:39])([F:38])[F:37])=[CH:32][CH:31]=3)[C@H:14]([CH2:15][CH2:16][N:17]3[C:25](=[O:26])[C:24]4[C:19](=[CH:20][CH:21]=[CH:22][CH:23]=4)[C:18]3=[O:27])[C@@H:9]2[O:8]1.O1CCCC1. The catalyst class is: 647. (9) Reactant: [CH:1]1([C:4]2[C:5]([CH:19]([CH2:28][C:29]([O-:31])=O)[CH2:20][C:21]([O:23][C:24]([CH3:27])([CH3:26])[CH3:25])=[O:22])=[N:6][O:7][C:8]=2[CH:9]2[CH2:12][CH:11]([CH2:13][CH:14]([CH2:17][CH3:18])[CH2:15][CH3:16])[CH2:10]2)[CH2:3][CH2:2]1.C1C=CC2N(O)N=NC=2C=1.O.CCN=C=NCCCN(C)C.Cl.[Cl:55][C:56]1[CH:61]=[C:60]([CH3:62])[CH:59]=[CH:58][C:57]=1[NH2:63]. Product: [Cl:55][C:56]1[CH:61]=[C:60]([CH3:62])[CH:59]=[CH:58][C:57]=1[NH:63][C:29]([CH2:28][CH:19]([C:5]1[C:4]([CH:1]2[CH2:2][CH2:3]2)=[C:8]([CH:9]2[CH2:10][CH:11]([CH2:13][CH:14]([CH2:15][CH3:16])[CH2:17][CH3:18])[CH2:12]2)[O:7][N:6]=1)[CH2:20][C:21]([O:23][C:24]([CH3:25])([CH3:27])[CH3:26])=[O:22])=[O:31]. The catalyst class is: 399. (10) Product: [CH2:7]([O:6][C:4]([C:3]1[N:20]=[C:18]([NH:17][C:14]2[CH:13]=[CH:12][C:11]([CH3:10])=[CH:16][N:15]=2)[S:19][CH:2]=1)=[O:5])[CH3:8]. Reactant: Br[CH2:2][C:3](=O)[C:4]([O:6][CH2:7][CH3:8])=[O:5].[CH3:10][C:11]1[CH:12]=[CH:13][C:14]([NH:17][C:18]([NH2:20])=[S:19])=[N:15][CH:16]=1. The catalyst class is: 14.